From a dataset of Full USPTO retrosynthesis dataset with 1.9M reactions from patents (1976-2016). Predict the reactants needed to synthesize the given product. Given the product [F:15][C:16]1[CH:23]=[CH:22][C:19]([C:20](=[NH:3])[NH2:21])=[CH:18][CH:17]=1, predict the reactants needed to synthesize it. The reactants are: C[Si](C)(C)[NH:3][Si](C)(C)C.C([Li])CCC.[F:15][C:16]1[CH:23]=[CH:22][C:19]([C:20]#[N:21])=[CH:18][CH:17]=1.Cl.